Dataset: Forward reaction prediction with 1.9M reactions from USPTO patents (1976-2016). Task: Predict the product of the given reaction. (1) Given the reactants [CH2:1]([C@H:3]1[NH:8][CH2:7][C@@H:6]([CH2:9][OH:10])[O:5][CH2:4]1)[CH3:2].[CH3:11][C:12]([O:15][C:16](O[C:16]([O:15][C:12]([CH3:14])([CH3:13])[CH3:11])=[O:17])=[O:17])([CH3:14])[CH3:13].CCN(C(C)C)C(C)C, predict the reaction product. The product is: [CH2:1]([C@H:3]1[N:8]([C:16]([O:15][C:12]([CH3:14])([CH3:13])[CH3:11])=[O:17])[CH2:7][C@@H:6]([CH2:9][OH:10])[O:5][CH2:4]1)[CH3:2]. (2) Given the reactants [ClH:1].FC(F)(F)C(O)=O.[OH:9][C:10]1([CH2:16][N:17]2[C:22](=[O:23])[C:21]3=[CH:24][CH:25]=[CH:26][N:20]3[N:19]=[CH:18]2)[CH2:15][CH2:14][NH:13][CH2:12][CH2:11]1, predict the reaction product. The product is: [ClH:1].[OH:9][C:10]1([CH2:16][N:17]2[C:22](=[O:23])[C:21]3=[CH:24][CH:25]=[CH:26][N:20]3[N:19]=[CH:18]2)[CH2:11][CH2:12][NH:13][CH2:14][CH2:15]1.